This data is from Experimentally validated miRNA-target interactions with 360,000+ pairs, plus equal number of negative samples. The task is: Binary Classification. Given a miRNA mature sequence and a target amino acid sequence, predict their likelihood of interaction. (1) The miRNA is mmu-miR-199b-3p with sequence ACAGUAGUCUGCACAUUGGUUA. The protein sequence of the target gene is MGKKSRVKTQKSGTGATATVSPKEILNLTSELLQKCSSPAPGPGKEWEEYVQIRTLVEKIRKKQKGLSVTFDGKREDYFPDLMKWASENGASVEGFEMVNFKEEGFGLRATRDIKAEELFLWVPRKLLMTVESAKNSVLGPLYSQDRILQAMGNIALAFHLLCERASPNSFWQPYIQTLPSEYDTPLYFEEDEVRYLQSTQAIHDVFSQYKNTARQYAYFYKVIQTHPHANKLPLKDSFTYEDYRWAVSSVMTRQNQIPTEDGSRVTLALIPLWDMCNHTNGLITTGYNLEDDRCECVAL.... Result: 0 (no interaction). (2) The miRNA is hsa-miR-124-3p with sequence UAAGGCACGCGGUGAAUGCCAA. The protein sequence of the target gene is MVDGTLLLLLSEALALTQTWAGSHSLKYFHTSVSRPGRGEPRFISVGYVDDTQFVRFDNDAASPRMVPRAPWMEQEGSEYWDRETRSARDTAQIFRVNLRTLRGYYNQSEAGSHTLQWMHGCELGPDGRFLRGYEQFAYDGKDYLTLNEDLRSWTAVDTAAQISEQKSNDASEAEHQRAYLEDTCVEWLHKYLEKGKETLLHLEPPKTHVTHHPISDHEATLRCWALGFYPAEITLTWQQDGEGHTQDTELVETRPAGDGTFQKWAAVVVPSGEEQRYTCHVQHEGLPEPVTLRWKPASQ.... Result: 1 (interaction). (3) The miRNA is mmu-miR-219a-5p with sequence UGAUUGUCCAAACGCAAUUCU. Result: 0 (no interaction). The protein sequence of the target gene is MKFSLAISFFILMSLLFEDACAKEKSSKKGKGKKKQYLCPSQQSPEDLARVPPNSTSNILNRLLVSYDPRIRPNFKGIPVDVVVNIFINSFGSIQETTMDYRVNIFLRQKWNDPRLKLPSDFRGSDALTVDPTMYKCLWKPDLFFANEKSANFHDVTQENILLFIFRDGDVLVSMRLSITLSCPLDLTLFPMDTQRCKMQLESFGYTTDDLRFIWQSGDPVQLEKIALPQFDIKKEDIEYGNCTKYYKGTGYYTCVEVIFTLRRQVGFYMMGVYAPTLLIVVLSWLSFWINPDASAARVP.... (4) The miRNA is hsa-miR-197-3p with sequence UUCACCACCUUCUCCACCCAGC. The protein sequence of the target gene is MAAAATMAAAARELVLRAGTSDMEEEEGPLAGGPGLQEPLQLGELDITSDEFILDEVDVHIQANLEDELVKEALKTGVDLRHYSKQVELELQQIEQKSIRDYIQESENIASLHNQITACDAVLERMEQMLGAFQSDLSSISSEIRTLQEQSGAMNIRLRNRQAVRGKLGELVDGLVVPSALVTAILEAPVTEPRFLEQLQELDAKAAAVREQEARGTAACADVRGVLDRLRVKAVTKIREFILQKIYSFRKPMTNYQIPQTALLKYRFFYQFLLGNERATAKEIRDEYVETLSKIYLSYY.... Result: 0 (no interaction). (5) The miRNA is hsa-miR-550b-3p with sequence UCUUACUCCCUCAGGCACUG. The protein sequence of the target gene is MPHRKKKPFIEKKKAVSFHLVHRSQRDPLAADESAPQRVLLPTQKIDNEERRAEQRKYGVFFDDDYDYLQHLKEPSGPSELIPSSTFSAHNRREEKEETLVIPSTGIKLPSSVFASEFEEDVGLLNKAAPVSGPRLDFDPDIVAALDDDFDFDDPDNLLEDDFILQANKATGEEEGMDIQKSENEDDSEWEDVDDEKGDSNDDYDSAGLLSDEDCMSVPGKTHRAIADHLFWSEETKSRFTEYSMTSSVMRRNEQLTLHDERFEKFYEQYDDDEIGALDNAELEGSIQVDSNRLQEVLND.... Result: 0 (no interaction). (6) The miRNA is mmu-miR-5125 with sequence UCUGCCUGGGAUUUCCUUGU. The protein sequence of the target gene is MAAPPQLQALLQAVNKLLRQRRYHAALAVIKGFRNGAVYGVKIRAPHALVMTFLFRSGSLREKLQAILKATYIHSRNLACFVFAYKSLHALQSHVQGETHQMHSFLAAFIGGLLLFGENNNINSQINMYLTSRVLYALCRLGVEKGYIPALKWDPFPLHTAVIWGLVLWLFEYHRPTLQPSLQSSMTYLYEDSNVWHDLSDFLIFNKSHPSK. Result: 1 (interaction). (7) The miRNA is hsa-miR-6130 with sequence UGAGGGAGUGGAUUGUAUG. The protein sequence of the target gene is MLPTQAGAAAALGRGSALGGSLNRTPTGRPGGGGGTRGANGGRVPGNGAGLGPGRLEREAAAAAATTPAPTAGALYSGSEGDSESGEEEELGAERRGLKRSLSEMEIGMVVGGPEASAAATGGYGPVSGAVSGAKPGKKTRGRVKIKMEFIDNKLRRYTTFSKRKTGIMKKAYELSTLTGTQVLLLVASETGHVYTFATRKLQPMITSETGKALIQTCLNSPDSPPRSDPTTDQRMSATGFEETDLTYQVSESDSSGETKDTLKPAFTVTNLPGTTSTIQTAPSTSTTMQVSSGPSFPIT.... Result: 1 (interaction). (8) The miRNA is hsa-miR-7110-3p with sequence UCUCUCUCCCACUUCCCUGCAG. The protein sequence of the target gene is MTSHYVIAIFALMSSCLATAGPEPGALCELSPVSASHPVQALMESFTVLSGCASRGTTGLPQEVHVLNLRTAGQGPGQLQREVTLHLNPISSVHIHHKSVVFLLNSPHPLVWHLKTERLATGVSRLFLVSEGSVVQFSSANFSLTAETEERNFPHGNEHLLNWARKEYGAVTSFTELKIARNIYIKVGEDQVFPPKCNIGKNFLSLNYLAEYLQPKAAEGCVMSSQPQNEEVHIIELITPNSNPYSAFQVDITIDIRPSQEDLEVVKNLILILKCKKSVNWVIKSFDVKGSLKIIAPNSI.... Result: 1 (interaction). (9) The miRNA is hsa-miR-4472 with sequence GGUGGGGGGUGUUGUUUU. The protein sequence of the target gene is MRSPLCWLLPLLILASVAQGQPTRRPRPGTGPGRRPRPRPRPTPSFPQPDEPAEPTDLPPPLPPGPPSIFPDCPRECYCPPDFPSALYCDSRNLRKVPVIPPRIHYLYLQNNFITELPVESFQNATGLRWINLDNNRIRKIDQRVLEKLPGLVFLYMEKNQLEEVPSALPRNLEQLRLSQNHISRIPPGVFSKLENLLLLDLQHNRLSDGVFKPDTFHGLKNLMQLNLAHNILRKMPPRVPTAIHQLYLDSNKIETIPNGYFKSFPNLAFIRLNYNKLTDRGLPKNSFNISNLLVLHLSH.... Result: 1 (interaction). (10) The miRNA is mmu-miR-6927-3p with sequence CCUGAGCUGGCUCCCCUGCAG. The protein sequence of the target gene is MEMASSAGSWLSGCLIPLVFLRLSVHVSGHAGDAGKFHVALLGGTAELLCPLSLWPGTVPKEVRWLRSPFPQRSQAVHIFRDGKDQDEDLMPEYKGRTVLVRDAQEGSVTLQILDVRLEDQGSYRCLIQVGNLSKEDTVILQVAAPSVGSLSPSAVALAVILPVLVLLIMVCLCLIWKQRRAKEKLLYEHVTEVDNLLSDHAKEKGKLHKAVKKLRSELKLKRAAANSGWRRARLHFVAVTLDPDTAHPKLILSEDQRCVRLGDRRQPVPDNPQRFDFVVSILGSEYFTTGCHYWEVYVG.... Result: 0 (no interaction).